This data is from Forward reaction prediction with 1.9M reactions from USPTO patents (1976-2016). The task is: Predict the product of the given reaction. (1) Given the reactants C[O:2][C:3](=[O:24])[C@@H:4]([N:9]1[CH2:13][C:12]([O:14][C:15]2[CH:20]=[CH:19][C:18]([F:21])=[CH:17][C:16]=2[F:22])=[CH:11][C:10]1=[O:23])[CH2:5][CH:6]([CH3:8])[CH3:7].O.[OH-].[Li+].Cl, predict the reaction product. The product is: [F:22][C:16]1[CH:17]=[C:18]([F:21])[CH:19]=[CH:20][C:15]=1[O:14][C:12]1[CH2:13][N:9]([C@@H:4]([CH2:5][CH:6]([CH3:8])[CH3:7])[C:3]([OH:24])=[O:2])[C:10](=[O:23])[CH:11]=1. (2) Given the reactants Br[C:2]1[C:3]2[N:4]([N:8]=[C:9]([Cl:11])[N:10]=2)[CH:5]=[CH:6][CH:7]=1.[CH3:12][O:13][C:14]1[CH:19]=[CH:18][C:17]([C:20]([F:23])([F:22])[F:21])=[CH:16][C:15]=1B(O)O, predict the reaction product. The product is: [Cl:11][C:9]1[N:10]=[C:3]2[C:2]([C:15]3[CH:16]=[C:17]([C:20]([F:23])([F:22])[F:21])[CH:18]=[CH:19][C:14]=3[O:13][CH3:12])=[CH:7][CH:6]=[CH:5][N:4]2[N:8]=1. (3) The product is: [C:24]([C:23]1[CH:26]=[CH:27][C:28]([F:30])=[CH:29][C:22]=1[NH:31][C:32]1[CH:46]=[CH:45][C:35]([CH2:36][NH:37][C:38](=[O:44])[O:39][C:40]([CH3:42])([CH3:43])[CH3:41])=[CH:34][CH:33]=1)#[N:25]. Given the reactants ClC1C=CC(NC2C=CC(C#N)=NC=2)=C(C(F)(F)F)C=1.Br[C:22]1[CH:29]=[C:28]([F:30])[CH:27]=[CH:26][C:23]=1[C:24]#[N:25].[NH2:31][C:32]1[CH:46]=[CH:45][C:35]([CH2:36][NH:37][C:38](=[O:44])[O:39][C:40]([CH3:43])([CH3:42])[CH3:41])=[CH:34][CH:33]=1, predict the reaction product.